Task: Predict the reactants needed to synthesize the given product.. Dataset: Full USPTO retrosynthesis dataset with 1.9M reactions from patents (1976-2016) (1) Given the product [CH3:12][O:13][C:14](=[O:17])[CH2:15][CH2:16][C:7]1([CH2:16][CH2:15][C:14]([O:13][CH3:12])=[O:17])[CH2:6][C:5]2[C:9](=[CH:10][C:2]([Br:1])=[CH:3][CH:4]=2)[C:8]1=[O:11], predict the reactants needed to synthesize it. The reactants are: [Br:1][C:2]1[CH:10]=[C:9]2[C:5]([CH2:6][CH2:7][C:8]2=[O:11])=[CH:4][CH:3]=1.[CH3:12][O:13][C:14](=[O:17])[CH:15]=[CH2:16]. (2) Given the product [CH:22]1([C:20]2[N:21]=[C:10]([C:7]3[CH:6]=[C:5]([O:13][CH2:14][CH:15]4[CH2:17][CH2:16]4)[C:4]([CH:1]4[CH2:2][CH2:3]4)=[CH:9][N:8]=3)[O:12][N:19]=2)[CH2:26][CH2:25][CH2:24][CH2:23]1, predict the reactants needed to synthesize it. The reactants are: [CH:1]1([C:4]2[C:5]([O:13][CH2:14][CH:15]3[CH2:17][CH2:16]3)=[CH:6][C:7]([C:10]([OH:12])=O)=[N:8][CH:9]=2)[CH2:3][CH2:2]1.O[N:19]=[C:20]([CH:22]1[CH2:26][CH2:25][CH2:24][CH2:23]1)[NH2:21]. (3) Given the product [F:1][C:2]1[C:3](=[O:18])[NH:4][C:5](=[O:17])[N:6]([C@H:7]2[C@H:8]3[C@H:10]([O:11][C:19]([CH3:24])([CH3:20])[O:9]3)[C@@H:12]([CH2:13][OH:14])[O:15]2)[CH:16]=1, predict the reactants needed to synthesize it. The reactants are: [F:1][C:2]1[C:3](=[O:18])[NH:4][C:5](=[O:17])[N:6]([CH:16]=1)[C@@H:7]1[O:15][C@H:12]([CH2:13][OH:14])[C@@H:10]([OH:11])[C@H:8]1[OH:9].[C:19]1(C)[CH:24]=CC(S(O)(=O)=O)=C[CH:20]=1. (4) Given the product [Cl:35][C:36]1[N:41]=[C:40]([O:16][C@@H:17]([C@H:19]2[CH2:23][N:22]([C@@H:24]([C:26]3[CH:27]=[CH:28][C:29]([O:32][CH3:33])=[CH:30][CH:31]=3)[CH3:25])[C:21](=[O:34])[CH2:20]2)[CH3:18])[C:39]2[N:46]([CH3:49])[CH:47]=[N:48][C:38]=2[CH:37]=1, predict the reactants needed to synthesize it. The reactants are: C[Si]([N-][Si](C)(C)C)(C)C.[Na+].C1COCC1.[OH:16][C@@H:17]([C@H:19]1[CH2:23][N:22]([C@@H:24]([C:26]2[CH:31]=[CH:30][C:29]([O:32][CH3:33])=[CH:28][CH:27]=2)[CH3:25])[C:21](=[O:34])[CH2:20]1)[CH3:18].[Cl:35][C:36]1[N:41]=[C:40](S(C)(=O)=O)[C:39]2[N:46]([CH3:49])[CH:47]=[N:48][C:38]=2[CH:37]=1. (5) The reactants are: [CH:1]1([NH:5][C:6]2[N:7]=[N:8][C:9]([C:12]#[CH:13])=[CH:10][CH:11]=2)[CH2:4][CH2:3][CH2:2]1.[Cl:14][C:15]1[CH:41]=[CH:40][C:18]([C:19]([NH:21][C:22]2[CH:27]=[CH:26][C:25]([CH2:28][N:29]3[CH2:34][CH2:33][N:32]([CH3:35])[CH2:31][CH2:30]3)=[C:24]([C:36]([F:39])([F:38])[F:37])[CH:23]=2)=[O:20])=[CH:17][C:16]=1I. Given the product [Cl:14][C:15]1[CH:16]=[CH:17][C:18]([C:19]([NH:21][C:22]2[CH:27]=[CH:26][C:25]([CH2:28][N:29]3[CH2:34][CH2:33][N:32]([CH3:35])[CH2:31][CH2:30]3)=[C:24]([C:36]([F:38])([F:37])[F:39])[CH:23]=2)=[O:20])=[CH:40][C:41]=1[C:13]#[C:12][C:9]1[N:8]=[N:7][C:6]([NH:5][CH:1]2[CH2:4][CH2:3][CH2:2]2)=[CH:11][CH:10]=1, predict the reactants needed to synthesize it.